This data is from Reaction yield outcomes from USPTO patents with 853,638 reactions. The task is: Predict the reaction yield, written as a fraction of the theoretical maximum amount of product (1.0 means a 100% yield; for example, 0.34 means a 34% yield). The reactants are [NH2:1][C:2]1[S:3][C:4]([CH3:11])=[C:5]([CH3:10])[C:6]=1[C:7]([OH:9])=O.Cl.Cl.[CH3:14][C:15]1([CH3:32])[CH2:19][C:18]2([CH2:24][CH2:23][CH2:22][N:21]([CH:25]3[CH2:30][CH2:29][NH:28][CH2:27][CH2:26]3)[CH2:20]2)[C:17](=[O:31])[O:16]1.C(OC(C)C)(C)C. No catalyst specified. The product is [NH2:1][C:2]1[S:3][C:4]([CH3:11])=[C:5]([CH3:10])[C:6]=1[C:7]([N:28]1[CH2:29][CH2:30][CH:25]([N:21]2[CH2:22][CH2:23][CH2:24][C:18]3([C:17](=[O:31])[O:16][C:15]([CH3:14])([CH3:32])[CH2:19]3)[CH2:20]2)[CH2:26][CH2:27]1)=[O:9]. The yield is 0.390.